This data is from Full USPTO retrosynthesis dataset with 1.9M reactions from patents (1976-2016). The task is: Predict the reactants needed to synthesize the given product. Given the product [CH3:1][S:2]([C:3]1[CH:4]=[CH:5][C:6]([C:7]([N:9]2[CH2:10][CH2:11][CH:12]([C:15]3[CH:26]=[CH:25][C:18]([C:19]([NH:21][C:22]([NH2:24])=[NH:23])=[O:20])=[CH:17][C:16]=3[C:27]([F:28])([F:29])[F:30])[CH2:13][CH2:14]2)=[O:8])=[CH:31][CH:32]=1)=[O:34].[F:28][C:27]([F:30])([F:29])[C:16]([OH:34])=[O:39], predict the reactants needed to synthesize it. The reactants are: [CH3:1][S:2][C:3]1[CH:32]=[CH:31][C:6]([C:7]([N:9]2[CH2:14][CH2:13][CH:12]([C:15]3[CH:26]=[CH:25][C:18]([C:19]([NH:21][C:22]([NH2:24])=[NH:23])=[O:20])=[CH:17][C:16]=3[C:27]([F:30])([F:29])[F:28])[CH2:11][CH2:10]2)=[O:8])=[CH:5][CH:4]=1.I([O-])(=O)(=O)=[O:34].[Na+].[OH2:39].